From a dataset of NCI-60 drug combinations with 297,098 pairs across 59 cell lines. Regression. Given two drug SMILES strings and cell line genomic features, predict the synergy score measuring deviation from expected non-interaction effect. (1) Drug 1: C1=C(C(=O)NC(=O)N1)N(CCCl)CCCl. Drug 2: CC1CCC2CC(C(=CC=CC=CC(CC(C(=O)C(C(C(=CC(C(=O)CC(OC(=O)C3CCCCN3C(=O)C(=O)C1(O2)O)C(C)CC4CCC(C(C4)OC)O)C)C)O)OC)C)C)C)OC. Cell line: MDA-MB-231. Synergy scores: CSS=24.9, Synergy_ZIP=-11.8, Synergy_Bliss=-13.0, Synergy_Loewe=-6.12, Synergy_HSA=-5.03. (2) Drug 1: C1=CN(C(=O)N=C1N)C2C(C(C(O2)CO)O)O.Cl. Drug 2: B(C(CC(C)C)NC(=O)C(CC1=CC=CC=C1)NC(=O)C2=NC=CN=C2)(O)O. Cell line: MDA-MB-435. Synergy scores: CSS=56.8, Synergy_ZIP=-3.08, Synergy_Bliss=0.338, Synergy_Loewe=-8.15, Synergy_HSA=0.0468. (3) Drug 1: COC1=C(C=C2C(=C1)N=CN=C2NC3=CC(=C(C=C3)F)Cl)OCCCN4CCOCC4. Drug 2: CC1C(C(CC(O1)OC2CC(OC(C2O)C)OC3=CC4=CC5=C(C(=O)C(C(C5)C(C(=O)C(C(C)O)O)OC)OC6CC(C(C(O6)C)O)OC7CC(C(C(O7)C)O)OC8CC(C(C(O8)C)O)(C)O)C(=C4C(=C3C)O)O)O)O. Cell line: HL-60(TB). Synergy scores: CSS=34.7, Synergy_ZIP=23.7, Synergy_Bliss=26.6, Synergy_Loewe=24.8, Synergy_HSA=24.7. (4) Synergy scores: CSS=5.38, Synergy_ZIP=1.01, Synergy_Bliss=5.34, Synergy_Loewe=2.98, Synergy_HSA=3.35. Drug 2: CC1CCC2CC(C(=CC=CC=CC(CC(C(=O)C(C(C(=CC(C(=O)CC(OC(=O)C3CCCCN3C(=O)C(=O)C1(O2)O)C(C)CC4CCC(C(C4)OC)O)C)C)O)OC)C)C)C)OC. Cell line: SF-539. Drug 1: CN1C(=O)N2C=NC(=C2N=N1)C(=O)N. (5) Drug 1: CNC(=O)C1=CC=CC=C1SC2=CC3=C(C=C2)C(=NN3)C=CC4=CC=CC=N4. Drug 2: COC1=CC(=CC(=C1O)OC)C2C3C(COC3=O)C(C4=CC5=C(C=C24)OCO5)OC6C(C(C7C(O6)COC(O7)C8=CC=CS8)O)O. Cell line: RPMI-8226. Synergy scores: CSS=54.0, Synergy_ZIP=1.38, Synergy_Bliss=-2.70, Synergy_Loewe=-25.6, Synergy_HSA=-5.45.